Dataset: Drug-induced liver injury (DILI) classification data. Task: Regression/Classification. Given a drug SMILES string, predict its toxicity properties. Task type varies by dataset: regression for continuous values (e.g., LD50, hERG inhibition percentage) or binary classification for toxic/non-toxic outcomes (e.g., AMES mutagenicity, cardiotoxicity, hepatotoxicity). Dataset: dili. The compound is CCN(CC)CC(=O)Nc1c(C)cccc1C. The result is 0 (no liver injury).